This data is from Forward reaction prediction with 1.9M reactions from USPTO patents (1976-2016). The task is: Predict the product of the given reaction. Given the reactants [CH3:1][C@@:2]12[C@@H:18]3[C@H:13]([C@@H:14]4[CH2:21][CH2:20][C:19](=[CH2:22])[C@@:15]4([CH3:23])[CH2:16][CH2:17]3)[C@@H:12]([OH:24])[C@H:11]([OH:25])[C@H:10]1[CH2:9][C:8]1[NH:7][N:6]=[CH:5][C:4]=1[CH2:3]2, predict the reaction product. The product is: [CH:12]([C@@H:13]1[C@@H:18]([C@:2]2([CH3:1])[C@@H:10]([CH:11]=[O:25])[CH2:9][C:8]3[NH:7][N:6]=[CH:5][C:4]=3[CH2:3]2)[CH2:17][CH2:16][C@@:15]2([CH3:23])[C@H:14]1[CH2:21][CH2:20][C:19]2=[CH2:22])=[O:24].